This data is from Reaction yield outcomes from USPTO patents with 853,638 reactions. The task is: Predict the reaction yield, written as a fraction of the theoretical maximum amount of product (1.0 means a 100% yield; for example, 0.34 means a 34% yield). (1) The reactants are C([N:8]1[CH2:13][CH2:12][CH:11]([OH:14])[CH2:10][CH2:9]1)(OC(C)(C)C)=O.Cl.Cl[C:17]1[CH:22]=[CH:21][N:20]=[CH:19][CH:18]=1.CC(C)([O-])C.[K+]. The catalyst is CS(C)=O.O1CCCC1.C(OCC)C. The product is [N:8]1[CH:9]=[CH:10][C:11]([O:14][N:20]2[CH2:21][CH2:22][CH2:17][CH2:18][CH2:19]2)=[CH:12][CH:13]=1. The yield is 1.00. (2) The reactants are [CH3:1][C:2]1[N:3](C(OCC)=O)[C:4](=O)[CH:5]=[C:6]2[CH2:10][N:9]([C:11]3[CH:12]=[N:13][N:14]([CH2:16][C:17]([F:20])([F:19])[F:18])[CH:15]=3)[C:8](=[O:21])[C:7]=12.Cl.P(Cl)(Cl)([Cl:31])=O. The catalyst is C1COCC1. The product is [Cl:31][C:4]1[N:3]=[C:2]([CH3:1])[C:7]2[C:8](=[O:21])[N:9]([C:11]3[CH:12]=[N:13][N:14]([CH2:16][C:17]([F:20])([F:19])[F:18])[CH:15]=3)[CH2:10][C:6]=2[CH:5]=1. The yield is 0.680. (3) The reactants are [C:1]([SiH2:5][O:6][C:7]([CH3:17])([CH3:16])[C:8]1[CH:9]=[CH:10][C:11]([F:15])=[C:12]([OH:14])[CH:13]=1)([CH3:4])([CH3:3])[CH3:2].N1C=CN=C1.[C:23]([Si:27](Cl)([CH3:29])[CH3:28])([CH3:26])([CH3:25])[CH3:24]. The catalyst is CN(C=O)C. The product is [C:23]([Si:27]([CH3:29])([CH3:28])[O:14][C:12]1[CH:13]=[C:8]([C:7]([CH3:17])([CH3:16])[O:6][SiH2:5][C:1]([CH3:4])([CH3:2])[CH3:3])[CH:9]=[CH:10][C:11]=1[F:15])([CH3:26])([CH3:25])[CH3:24]. The yield is 0.680. (4) The reactants are [Cl-].[Mg+2].[Cl-].[C:4]([OH:10])(=[O:9])[CH2:5][C:6]([OH:8])=O.[CH2:11]([K])[CH3:12].N1(C(N2C=CN=C2)=O)C=CN=C1.[CH:26]1([CH:32]2[CH2:37][CH:36](C(O)=O)[CH2:35][CH2:34][N:33]2[C:41]([O:43][CH3:44])=[O:42])[CH2:31][CH2:30][CH2:29][CH2:28][CH2:27]1. The catalyst is C1COCC1. The product is [CH:26]1([C@H:32]2[CH2:37][C@H:36]([C:6](=[O:8])[CH2:5][C:4]([O:10][CH2:11][CH3:12])=[O:9])[CH2:35][CH2:34][N:33]2[C:41]([O:43][CH3:44])=[O:42])[CH2:27][CH2:28][CH2:29][CH2:30][CH2:31]1. The yield is 0.0690. (5) The reactants are [Cl:1][C:2]1[CH:3]=[C:4]([CH:7]=[CH:8][C:9]=1[OH:10])[CH:5]=O.C1(P(C2C=CC=CC=2)(C2C=CC=CC=2)=[C:18]([CH3:24])[C:19]([O:21][CH2:22][CH3:23])=[O:20])C=CC=CC=1. The catalyst is O1CCCC1. The product is [Cl:1][C:2]1[CH:3]=[C:4]([CH:5]=[C:18]([CH3:24])[C:19]([O:21][CH2:22][CH3:23])=[O:20])[CH:7]=[CH:8][C:9]=1[OH:10]. The yield is 0.952. (6) The reactants are [OH:1][C@H:2]1[CH2:7][CH2:6][C@H:5]([N:8]2[CH2:12][CH2:11][C:10]3([CH2:17][CH2:16][N:15](C(OCC4C=CC=CC=4)=O)[CH2:14][CH2:13]3)[C:9]2=[O:28])[CH2:4][CH2:3]1. The catalyst is CO.[Pd]. The product is [OH:1][C@H:2]1[CH2:3][CH2:4][C@H:5]([N:8]2[CH2:12][CH2:11][C:10]3([CH2:17][CH2:16][NH:15][CH2:14][CH2:13]3)[C:9]2=[O:28])[CH2:6][CH2:7]1. The yield is 0.930. (7) The reactants are [F:1][C:2]([F:26])([F:25])[O:3][C:4]1[CH:9]=[CH:8][C:7]([C:10]2[C:14]3[CH:15]=[C:16]([C:19]4[O:23][C:22]([SH:24])=[N:21][N:20]=4)[CH:17]=[CH:18][C:13]=3[O:12][CH:11]=2)=[CH:6][CH:5]=1.I[CH3:28]. No catalyst specified. The product is [CH3:28][S:24][C:22]1[O:23][C:19]([C:16]2[CH:17]=[CH:18][C:13]3[O:12][CH:11]=[C:10]([C:7]4[CH:8]=[CH:9][C:4]([O:3][C:2]([F:25])([F:1])[F:26])=[CH:5][CH:6]=4)[C:14]=3[CH:15]=2)=[N:20][N:21]=1. The yield is 0.800. (8) The reactants are Cl[C:2]1[CH:3]=[N:4][C:5]2[C:6]3[N:20]([CH:21]4[CH2:26][CH2:25][CH2:24][CH2:23][O:22]4)[N:19]=[CH:18][C:7]=3[C:8](=[O:17])[N:9]([CH2:12][C:13]([F:16])([F:15])[F:14])[C:10]=2[CH:11]=1.C([Sn](CCCC)(CCCC)[C:32]1[CH:37]=[CH:36][CH:35]=[CH:34][N:33]=1)CCC.CN(C=O)C.O. The catalyst is CCOC(C)=O.CC(P(C(C)(C)C)C(C)(C)C)(C)C.CC(P(C(C)(C)C)C(C)(C)C)(C)C.[Pd]. The product is [N:33]1[CH:34]=[CH:35][CH:36]=[CH:37][C:32]=1[C:2]1[CH:3]=[N:4][C:5]2[C:6]3[N:20]([CH:21]4[CH2:26][CH2:25][CH2:24][CH2:23][O:22]4)[N:19]=[CH:18][C:7]=3[C:8](=[O:17])[N:9]([CH2:12][C:13]([F:15])([F:16])[F:14])[C:10]=2[CH:11]=1. The yield is 0.310. (9) The reactants are [ClH:1].[O:2]=[C:3]1[C:11]2[C:6](=[CH:7][CH:8]=[CH:9][CH:10]=2)[C:5](=[O:12])[N:4]1[CH2:13][C:14]1[CH:21]=[CH:20][C:17]([C:18]#[N:19])=[CH:16][CH:15]=1.[CH2:22]([O:24]CC)C. The catalyst is CO. The product is [ClH:1].[CH3:22][O:24][C:18](=[NH:19])[C:17]1[CH:20]=[CH:21][C:14]([CH2:13][N:4]2[C:3](=[O:2])[C:11]3[C:6](=[CH:7][CH:8]=[CH:9][CH:10]=3)[C:5]2=[O:12])=[CH:15][CH:16]=1. The yield is 0.840.